Dataset: Catalyst prediction with 721,799 reactions and 888 catalyst types from USPTO. Task: Predict which catalyst facilitates the given reaction. (1) Reactant: [C:1]([O:5][C:6]([NH:8][C@H:9]([CH2:14][CH2:15][C:16]1[CH:21]=[CH:20][C:19]([CH2:22][CH2:23][CH2:24][CH2:25][CH2:26][CH2:27][CH2:28][CH3:29])=[CH:18][CH:17]=1)[C:10](OC)=[O:11])=[O:7])([CH3:4])([CH3:3])[CH3:2].[NH3:30]. Product: [NH2:30][C:10](=[O:11])[C@H:9]([NH:8][C:6](=[O:7])[O:5][C:1]([CH3:4])([CH3:3])[CH3:2])[CH2:14][CH2:15][C:16]1[CH:21]=[CH:20][C:19]([CH2:22][CH2:23][CH2:24][CH2:25][CH2:26][CH2:27][CH2:28][CH3:29])=[CH:18][CH:17]=1. The catalyst class is: 5. (2) Reactant: [CH2:1]([O:5][C:6]1[N:11]=[CH:10][N:9]=[C:8]([C:12](=O)[C:13]2[CH:18]=[CH:17][CH:16]=[CH:15][CH:14]=2)[CH:7]=1)[C:2]#[C:3][CH3:4].Cl.[CH2:21]([O:23][NH2:24])[CH3:22].Cl. Product: [CH2:21]([O:23][N:24]=[C:12]([C:13]1[CH:18]=[CH:17][CH:16]=[CH:15][CH:14]=1)[C:8]1[CH:7]=[C:6]([O:5][CH2:1][C:2]#[C:3][CH3:4])[N:11]=[CH:10][N:9]=1)[CH3:22]. The catalyst class is: 17. (3) Reactant: [CH3:1][O:2][C:3](=[O:42])[C:4]1[CH:9]=[CH:8][C:7]([N:10]2[CH2:15][CH2:14][N:13]([CH2:16][C:17]3[CH2:22][CH2:21][C:20]([CH3:24])([CH3:23])[CH2:19][C:18]=3[C:25]3[CH:30]=[CH:29][C:28]([Cl:31])=[CH:27][CH:26]=3)[CH2:12][CH2:11]2)=[CH:6][C:5]=1[O:32][C:33]1[CH:41]=[CH:40][CH:39]=[C:38]2[C:34]=1[CH:35]=[N:36][NH:37]2.[Cl:43]N1C(=O)CCC1=O. Product: [NH:37]1[C:38]2[C:34](=[C:33]([O:32][C:5]3[CH:6]=[C:7]([N:10]4[CH2:15][CH2:14][N:13]([CH2:16][C:17]5[CH2:22][CH2:21][C:20]([CH3:24])([CH3:23])[CH2:19][C:18]=5[C:25]5[CH:30]=[CH:29][C:28]([Cl:31])=[CH:27][CH:26]=5)[CH2:12][CH2:11]4)[C:8]([Cl:43])=[CH:9][C:4]=3[C:3]([O:2][CH3:1])=[O:42])[CH:41]=[CH:40][CH:39]=2)[CH:35]=[N:36]1. The catalyst class is: 10. (4) Reactant: [C:1]([C:3]1[CH:4]=[C:5]([C:10]2[CH:11]=[C:12]([CH:17]=[CH:18][N:19]=2)[C:13]([O:15][CH3:16])=[O:14])[CH:6]=[CH:7][C:8]=1F)#[N:2].[N-:20]=[N+:21]=[N-:22].[Na+]. Product: [N:20]([C:8]1[CH:7]=[CH:6][C:5]([C:10]2[CH:11]=[C:12]([CH:17]=[CH:18][N:19]=2)[C:13]([O:15][CH3:16])=[O:14])=[CH:4][C:3]=1[C:1]#[N:2])=[N+:21]=[N-:22]. The catalyst class is: 3. (5) Reactant: [Cl:1][C:2]1[CH:7]=[CH:6][C:5]([S:8][CH:9]2[CH2:12][NH:11][CH2:10]2)=[CH:4][CH:3]=1.[C:13]([O:17][C:18](=[O:43])[NH:19][C@H:20]([C:24]([C:37]1[CH:42]=[CH:41][CH:40]=[CH:39][CH:38]=1)([C:31]1[CH:36]=[CH:35][CH:34]=[CH:33][CH:32]=1)[O:25][SiH2:26][C:27]([CH3:30])([CH3:29])[CH3:28])[CH2:21][CH2:22]I)([CH3:16])([CH3:15])[CH3:14].C(N(CC)CC)C. Product: [C:13]([O:17][C:18](=[O:43])[NH:19][C@H:20]([C:24]([C:37]1[CH:42]=[CH:41][CH:40]=[CH:39][CH:38]=1)([C:31]1[CH:32]=[CH:33][CH:34]=[CH:35][CH:36]=1)[O:25][SiH2:26][C:27]([CH3:29])([CH3:30])[CH3:28])[CH2:21][CH2:22][N:11]1[CH2:12][CH:9]([S:8][C:5]2[CH:4]=[CH:3][C:2]([Cl:1])=[CH:7][CH:6]=2)[CH2:10]1)([CH3:14])([CH3:15])[CH3:16]. The catalyst class is: 9.